Dataset: Full USPTO retrosynthesis dataset with 1.9M reactions from patents (1976-2016). Task: Predict the reactants needed to synthesize the given product. (1) Given the product [Cl:1][C:2]1[CH:7]=[CH:6][CH:5]=[C:4]([N:8]2[CH:12]=[CH:11][N:10]=[N:9]2)[N:3]=1, predict the reactants needed to synthesize it. The reactants are: [Cl:1][C:2]1[CH:7]=[CH:6][CH:5]=[C:4]([N:8]2[CH:12]=[C:11]([Si](C)(C)C)[N:10]=[N:9]2)[N:3]=1.CCCC[N+](CCCC)(CCCC)CCCC.[F-]. (2) Given the product [CH3:29][N:4]1[C:5]2[C:10](=[CH:9][C:8]([NH:12][C:13]([NH:15][C:16]3[CH:17]=[CH:18][C:19]([O:22][C:23]4[CH:24]=[CH:25][CH:26]=[CH:27][CH:28]=4)=[CH:20][CH:21]=3)=[O:14])=[CH:7][CH:6]=2)[CH:11]=[C:3]1[CH2:2][N:39]1[CH2:40][CH2:41][CH:36]([C:30]2[CH:35]=[CH:34][CH:33]=[CH:32][CH:31]=2)[CH2:37][CH2:38]1, predict the reactants needed to synthesize it. The reactants are: O[CH2:2][C:3]1[N:4]([CH3:29])[C:5]2[C:10]([CH:11]=1)=[CH:9][C:8]([NH:12][C:13]([NH:15][C:16]1[CH:21]=[CH:20][C:19]([O:22][C:23]3[CH:28]=[CH:27][CH:26]=[CH:25][CH:24]=3)=[CH:18][CH:17]=1)=[O:14])=[CH:7][CH:6]=2.[C:30]1([CH:36]2[CH2:41][CH2:40][NH:39][CH2:38][CH2:37]2)[CH:35]=[CH:34][CH:33]=[CH:32][CH:31]=1. (3) Given the product [N:23]1([CH2:30][CH2:31][N:32]2[CH2:33][CH2:34][CH:35]([NH:38][C:17]([C:11]3[NH:12][C:13]4[C:9]([CH:10]=3)=[C:8]([O:7][CH2:6][C:3]3[CH:4]=[CH:5][O:1][CH:2]=3)[CH:16]=[CH:15][CH:14]=4)=[O:19])[CH2:36][CH2:37]2)[CH2:29][CH2:28][CH2:27][CH2:26][CH2:25][CH2:24]1, predict the reactants needed to synthesize it. The reactants are: [O:1]1[CH:5]=[CH:4][C:3]([CH2:6][O:7][C:8]2[CH:16]=[CH:15][CH:14]=[C:13]3[C:9]=2[CH:10]=[C:11]([C:17]([OH:19])=O)[NH:12]3)=[CH:2]1.Cl.Cl.Cl.[N:23]1([CH2:30][CH2:31][N:32]2[CH2:37][CH2:36][CH:35]([NH2:38])[CH2:34][CH2:33]2)[CH2:29][CH2:28][CH2:27][CH2:26][CH2:25][CH2:24]1. (4) Given the product [CH:1]1([CH2:6][C@H:7]([C:11]2[CH:16]=[CH:15][C:14]([Cl:17])=[C:13]([Cl:18])[CH:12]=2)[C:8]([NH:42][C:39]2[CH:38]=[CH:37][C:36]([C:35]([F:43])([F:34])[F:44])=[CH:41][N:40]=2)=[O:10])[CH2:2][CH2:3][CH2:4][CH2:5]1, predict the reactants needed to synthesize it. The reactants are: [CH:1]1([CH2:6][C@H:7]([C:11]2[CH:16]=[CH:15][C:14]([Cl:17])=[C:13]([Cl:18])[CH:12]=2)[C:8]([OH:10])=O)[CH2:5][CH2:4][CH2:3][CH2:2]1.C(Cl)(=O)C(Cl)=O.C(N(CC)C(C)C)(C)C.[F:34][C:35]([F:44])([F:43])[C:36]1[CH:37]=[CH:38][C:39]([NH2:42])=[N:40][CH:41]=1. (5) Given the product [CH3:2][O:3][CH2:4][C:5]1([NH2:10])[CH2:9][CH2:8][CH2:7][CH2:6]1, predict the reactants needed to synthesize it. The reactants are: Cl.[CH3:2][O:3][CH2:4][C:5]1([NH:10]C(=O)OC(C)(C)C)[CH2:9][CH2:8][CH2:7][CH2:6]1. (6) The reactants are: C(=O)([O-])[O-].[K+].[K+].[Br:7][C:8]1[CH:13]=[CH:12][C:11]([F:14])=[CH:10][C:9]=1[OH:15].[CH2:16](Br)[C:17]1[CH:22]=[CH:21][CH:20]=[CH:19][CH:18]=1.S([O-])(O)(=O)=O.[K+]. Given the product [CH2:16]([O:15][C:9]1[CH:10]=[C:11]([F:14])[CH:12]=[CH:13][C:8]=1[Br:7])[C:17]1[CH:22]=[CH:21][CH:20]=[CH:19][CH:18]=1, predict the reactants needed to synthesize it. (7) Given the product [C:43]([NH:1][C:2]1[CH:3]=[C:4]([C:12]2[CH:17]=[CH:16][C:15]([CH2:18][CH2:19][N:20]([CH2:36][C:37]3[CH:38]=[CH:39][CH:40]=[CH:41][CH:42]=3)[CH2:21][C@@H:22]([C:30]3[CH:31]=[CH:32][CH:33]=[CH:34][CH:35]=3)[O:23][CH:24]3[CH2:29][CH2:28][CH2:27][CH2:26][O:25]3)=[CH:14][CH:13]=2)[CH:5]=[CH:6][C:7]=1[C:8]([O:10][CH3:11])=[O:9])(=[O:45])[CH3:44], predict the reactants needed to synthesize it. The reactants are: [NH2:1][C:2]1[CH:3]=[C:4]([C:12]2[CH:17]=[CH:16][C:15]([CH2:18][CH2:19][N:20]([CH2:36][C:37]3[CH:42]=[CH:41][CH:40]=[CH:39][CH:38]=3)[CH2:21][C@@H:22]([C:30]3[CH:35]=[CH:34][CH:33]=[CH:32][CH:31]=3)[O:23][CH:24]3[CH2:29][CH2:28][CH2:27][CH2:26][O:25]3)=[CH:14][CH:13]=2)[CH:5]=[CH:6][C:7]=1[C:8]([O:10][CH3:11])=[O:9].[C:43](OC(=O)C)(=[O:45])[CH3:44].O.